From a dataset of Full USPTO retrosynthesis dataset with 1.9M reactions from patents (1976-2016). Predict the reactants needed to synthesize the given product. Given the product [NH:1]1[C:9]2[C:4](=[CH:5][C:6]([CH2:22][C:18]3[CH:17]=[C:16]([CH:21]=[CH:20][CH:19]=3)[C:15]([O:14][CH3:13])=[O:24])=[CH:7][CH:8]=2)[CH:3]=[CH:2]1, predict the reactants needed to synthesize it. The reactants are: [NH:1]1[C:9]2[C:4](=[CH:5][C:6](B(O)O)=[CH:7][CH:8]=2)[CH:3]=[CH:2]1.[CH3:13][O:14][C:15](=[O:24])[C:16]1[CH:21]=[CH:20][CH:19]=[C:18]([CH2:22]Br)[CH:17]=1.C1COCC1.C([O-])([O-])=O.[K+].[K+].